Dataset: Peptide-MHC class I binding affinity with 185,985 pairs from IEDB/IMGT. Task: Regression. Given a peptide amino acid sequence and an MHC pseudo amino acid sequence, predict their binding affinity value. This is MHC class I binding data. (1) The peptide sequence is LESAQPGLL. The MHC is HLA-B44:02 with pseudo-sequence HLA-B44:02. The binding affinity (normalized) is 0.262. (2) The peptide sequence is LINLVQYRIL. The MHC is HLA-A02:01 with pseudo-sequence HLA-A02:01. The binding affinity (normalized) is 0.288. (3) The peptide sequence is RTLGVFRYK. The MHC is HLA-A03:01 with pseudo-sequence HLA-A03:01. The binding affinity (normalized) is 0.566. (4) The peptide sequence is STLNFNNLH. The MHC is HLA-A26:01 with pseudo-sequence HLA-A26:01. The binding affinity (normalized) is 0.0239. (5) The peptide sequence is EIFPNIKIY. The MHC is HLA-B27:05 with pseudo-sequence HLA-B27:05. The binding affinity (normalized) is 0.0847. (6) The peptide sequence is IPRACQKSL. The MHC is HLA-A69:01 with pseudo-sequence HLA-A69:01. The binding affinity (normalized) is 0.0847. (7) The peptide sequence is AQFNASPVA. The MHC is HLA-A02:06 with pseudo-sequence HLA-A02:06. The binding affinity (normalized) is 0.618. (8) The peptide sequence is MMVENLTLL. The MHC is H-2-Db with pseudo-sequence H-2-Db. The binding affinity (normalized) is 0.635. (9) The peptide sequence is SDFQVHFL. The MHC is HLA-B40:02 with pseudo-sequence HLA-B40:02. The binding affinity (normalized) is 0.766. (10) The peptide sequence is KEGKAGYIT. The binding affinity (normalized) is 0. The MHC is Mamu-B03 with pseudo-sequence Mamu-B03.